Dataset: Catalyst prediction with 721,799 reactions and 888 catalyst types from USPTO. Task: Predict which catalyst facilitates the given reaction. (1) Reactant: [F:1][C:2]1[CH:7]=[C:6]([O:8][CH3:9])[CH:5]=[CH:4][C:3]=1[N:10]1[CH:19]([CH3:20])[C:18]2[C:13](=[N:14][C:15]([NH:21][C:22]3[CH:27]=[CH:26][CH:25]=[CH:24][CH:23]=3)=[N:16][CH:17]=2)[N:12]([C:28]2[CH:29]=[C:30]([CH:33]=[CH:34][CH:35]=2)[C:31]#[N:32])[C:11]1=[O:36].[OH-:37].[Na+].OO.O. Product: [F:1][C:2]1[CH:7]=[C:6]([O:8][CH3:9])[CH:5]=[CH:4][C:3]=1[N:10]1[CH:19]([CH3:20])[C:18]2[C:13](=[N:14][C:15]([NH:21][C:22]3[CH:23]=[CH:24][CH:25]=[CH:26][CH:27]=3)=[N:16][CH:17]=2)[N:12]([C:28]2[CH:29]=[C:30]([CH:33]=[CH:34][CH:35]=2)[C:31]([NH2:32])=[O:37])[C:11]1=[O:36]. The catalyst class is: 16. (2) Reactant: C[O:2][C:3](=[O:19])[C:4]1[CH:9]=[C:8]([CH2:10][N:11]2[CH2:16][CH2:15][N:14]([CH3:17])[CH2:13][CH2:12]2)[CH:7]=[CH:6][C:5]=1[NH2:18].[OH-].[Li+]. Product: [NH2:18][C:5]1[CH:6]=[CH:7][C:8]([CH2:10][N:11]2[CH2:16][CH2:15][N:14]([CH3:17])[CH2:13][CH2:12]2)=[CH:9][C:4]=1[C:3]([OH:19])=[O:2]. The catalyst class is: 72. (3) Reactant: [F:1][C:2]1[CH:7]=[CH:6][CH:5]=[C:4]([O:8][CH3:9])[C:3]=1[C:10]1[C:11]2[C:15]([CH:16]=[CH:17][CH:18]=1)=[N:14][N:13]1[C:19]([CH:24]3[CH2:29][CH2:28][N:27](C(OC(C)(C)C)=O)[CH2:26][CH2:25]3)=[CH:20][C:21](=[O:23])[NH:22][C:12]=21.[ClH:37]. Product: [ClH:37].[F:1][C:2]1[CH:7]=[CH:6][CH:5]=[C:4]([O:8][CH3:9])[C:3]=1[C:10]1[C:11]2[C:15]([CH:16]=[CH:17][CH:18]=1)=[N:14][N:13]1[C:19]([CH:24]3[CH2:25][CH2:26][NH:27][CH2:28][CH2:29]3)=[CH:20][C:21](=[O:23])[NH:22][C:12]=21. The catalyst class is: 12. (4) Reactant: C[Si]([N-][Si](C)(C)C)(C)C.[Na+].[O:11]=[C:12]1[N:17]([C:18]2[CH:23]=[CH:22][CH:21]=[CH:20][CH:19]=2)[C:16]2[S:24][C:25]([NH:33][C:34](=[O:40])[O:35][C:36]([CH3:39])([CH3:38])[CH3:37])=[C:26]([C:27]3[CH:32]=[CH:31][CH:30]=[CH:29][CH:28]=3)[C:15]=2[CH:14]=[CH:13]1.[CH3:41][S:42](Cl)(=[O:44])=[O:43].C([O-])(O)=O.[Na+]. Product: [CH3:41][S:42]([N:33]([C:25]1[S:24][C:16]2[N:17]([C:18]3[CH:19]=[CH:20][CH:21]=[CH:22][CH:23]=3)[C:12](=[O:11])[CH:13]=[CH:14][C:15]=2[C:26]=1[C:27]1[CH:28]=[CH:29][CH:30]=[CH:31][CH:32]=1)[C:34](=[O:40])[O:35][C:36]([CH3:37])([CH3:39])[CH3:38])(=[O:44])=[O:43]. The catalyst class is: 1. (5) Reactant: [CH3:1][O:2][CH:3]([O:14][CH3:15])[C:4](=O)[CH2:5][C:6](=O)[C:7]([O:9][CH2:10][CH3:11])=[O:8].[CH3:16][NH:17][NH2:18]. Product: [CH3:1][O:2][CH:3]([O:14][CH3:15])[C:4]1[CH:5]=[C:6]([C:7]([O:9][CH2:10][CH3:11])=[O:8])[N:17]([CH3:16])[N:18]=1. The catalyst class is: 621. (6) Reactant: [Cl:1][C:2]1[CH:3]=[C:4]([C:8]2[N:13]=[C:12]([CH2:14][C:15]3[CH:20]=[CH:19][C:18]([CH2:21][C:22](Cl)=[O:23])=[CH:17][CH:16]=3)[CH:11]=[C:10]([CH2:25][CH3:26])[N:9]=2)[CH:5]=[CH:6][CH:7]=1.[CH2:27]([NH2:30])[CH2:28][CH3:29].C(N(C(C)C)CC)(C)C.Cl. Product: [Cl:1][C:2]1[CH:3]=[C:4]([C:8]2[N:13]=[C:12]([CH2:14][C:15]3[CH:20]=[CH:19][C:18]([CH2:21][C:22]([NH:30][CH2:27][CH2:28][CH3:29])=[O:23])=[CH:17][CH:16]=3)[CH:11]=[C:10]([CH2:25][CH3:26])[N:9]=2)[CH:5]=[CH:6][CH:7]=1. The catalyst class is: 46.